Dataset: Reaction yield outcomes from USPTO patents with 853,638 reactions. Task: Predict the reaction yield, written as a fraction of the theoretical maximum amount of product (1.0 means a 100% yield; for example, 0.34 means a 34% yield). The reactants are [CH:1]([C:3]1[CH:4]=[CH:5][C:6]([N:11]2[CH:15]=[N:14][C:13]([N+:16]([O-:18])=[O:17])=[N:12]2)=[C:7]([CH:10]=1)[C:8]#[N:9])=O.[C:19]([O-])([O-])=O.[K+].[K+]. The catalyst is O1CCOCC1.[Br-].C[P+](C1C=CC=CC=1)(C1C=CC=CC=1)C1C=CC=CC=1. The product is [N+:16]([C:13]1[N:14]=[CH:15][N:11]([C:6]2[CH:5]=[CH:4][C:3]([CH:1]=[CH2:19])=[CH:10][C:7]=2[C:8]#[N:9])[N:12]=1)([O-:18])=[O:17]. The yield is 0.700.